This data is from Reaction yield outcomes from USPTO patents with 853,638 reactions. The task is: Predict the reaction yield, written as a fraction of the theoretical maximum amount of product (1.0 means a 100% yield; for example, 0.34 means a 34% yield). The yield is 0.490. The product is [CH2:36]([NH:38][CH2:2][C:3]1[S:7][C:6]([C:8]2[CH:30]=[CH:29][C:11]([C:12]([NH:14][C:15]3[CH:20]=[CH:19][CH:18]=[CH:17][C:16]=3[NH:21][C:22](=[O:28])[O:23][C:24]([CH3:27])([CH3:25])[CH3:26])=[O:13])=[CH:10][CH:9]=2)=[N:5][CH:4]=1)[CH3:37]. The reactants are O[CH2:2][C:3]1[S:7][C:6]([C:8]2[CH:30]=[CH:29][C:11]([C:12]([NH:14][C:15]3[CH:20]=[CH:19][CH:18]=[CH:17][C:16]=3[NH:21][C:22](=[O:28])[O:23][C:24]([CH3:27])([CH3:26])[CH3:25])=[O:13])=[CH:10][CH:9]=2)=[N:5][CH:4]=1.CS(Cl)(=O)=O.[CH2:36]([N:38](CC)CC)[CH3:37].C(N)C.O1CCCC1. The catalyst is C(Cl)Cl.